This data is from Catalyst prediction with 721,799 reactions and 888 catalyst types from USPTO. The task is: Predict which catalyst facilitates the given reaction. Reactant: C(O)C.[CH3:4][O:5][C:6]1[CH:15]=[C:14]2[C:9]([C:10]([CH3:39])=[CH:11][C:12](=[O:38])[N:13]2[CH2:16][CH2:17][CH2:18][C:19]2([C:33]([O:35]CC)=[O:34])[CH2:24][CH2:23][N:22]([CH2:25][CH2:26][S:27][C:28]3[S:29][CH:30]=[CH:31][CH:32]=3)[CH2:21][CH2:20]2)=[CH:8][CH:7]=1.[OH-].[Na+]. Product: [CH3:4][O:5][C:6]1[CH:15]=[C:14]2[C:9]([C:10]([CH3:39])=[CH:11][C:12](=[O:38])[N:13]2[CH2:16][CH2:17][CH2:18][C:19]2([C:33]([OH:35])=[O:34])[CH2:24][CH2:23][N:22]([CH2:25][CH2:26][S:27][C:28]3[S:29][CH:30]=[CH:31][CH:32]=3)[CH2:21][CH2:20]2)=[CH:8][CH:7]=1. The catalyst class is: 6.